Dataset: Full USPTO retrosynthesis dataset with 1.9M reactions from patents (1976-2016). Task: Predict the reactants needed to synthesize the given product. (1) Given the product [CH:1]1([CH:7]2[CH2:11][CH2:10][NH:9][C@@H:8]2[C:12]([OH:14])=[O:13])[CH2:2][CH2:3][CH2:4][CH2:5][CH2:6]1, predict the reactants needed to synthesize it. The reactants are: [C:1]1([CH:7]2[CH2:11][CH2:10][NH:9][C@@H:8]2[C:12]([OH:14])=[O:13])[CH:6]=[CH:5][CH:4]=[CH:3][CH:2]=1.[H][H]. (2) Given the product [CH3:29][C:4]([NH:6][C:7]([C:9]1[CH:18]=[CH:17][C:16]2[C:11](=[CH:12][CH:13]=[CH:14][CH:15]=2)[C:10]=1[NH:19][CH2:20][CH2:21][CH2:22][C:23]1[CH:28]=[CH:27][CH:26]=[CH:25][CH:24]=1)=[O:8])([CH3:5])[C:3]([OH:30])=[O:2], predict the reactants needed to synthesize it. The reactants are: C[O:2][C:3](=[O:30])[C:4]([CH3:29])([NH:6][C:7]([C:9]1[CH:18]=[CH:17][C:16]2[C:11](=[CH:12][CH:13]=[CH:14][CH:15]=2)[C:10]=1[NH:19][CH2:20][CH2:21][CH2:22][C:23]1[CH:28]=[CH:27][CH:26]=[CH:25][CH:24]=1)=[O:8])[CH3:5].O.Cl. (3) The reactants are: [N+:1]([C:4]1[CH:28]=[CH:27][C:7]([C:8]([CH:10]2[C:14](=[O:15])[NH:13][C:12]([C:16]3[CH:21]=[CH:20][CH:19]=[CH:18][CH:17]=3)=[C:11]2[C:22]([O:24]CC)=[O:23])=O)=[CH:6][CH:5]=1)([O-:3])=[O:2]. Given the product [N+:1]([C:4]1[CH:5]=[CH:6][C:7]([C:8]2[O:24][C:22](=[O:23])[C:11]3[C:10]=2[C:14](=[O:15])[NH:13][C:12]=3[C:16]2[CH:17]=[CH:18][CH:19]=[CH:20][CH:21]=2)=[CH:27][CH:28]=1)([O-:3])=[O:2], predict the reactants needed to synthesize it. (4) Given the product [C:27]([O:26][CH2:25][C:23]([C:8]1([OH:30])[C@:9]2([CH3:22])[CH:5]([CH:4]3[C:12](=[CH:11][CH2:10]2)[C@:13]2([CH3:20])[C:14](=[CH:15][C:16](=[O:17])[CH:18]=[CH:19]2)[C@@H:2]([CH3:1])[CH2:3]3)[CH2:6][CH2:7]1)=[O:24])(=[O:28])[CH3:29], predict the reactants needed to synthesize it. The reactants are: [CH3:1][C@@H:2]1[C:14]2=[CH:15][C:16]([CH:18]=[CH:19][C@:13]2([CH3:20])[C@@H:12]2[C@H:4]([C@H:5]3[C@:9]([CH3:22])([CH2:10][C@@H:11]2O)[C@@:8]([OH:30])([C:23]([CH2:25][O:26][C:27]([CH3:29])=[O:28])=[O:24])[CH2:7][CH2:6]3)[CH2:3]1)=[O:17]. (5) The reactants are: [F:1][CH:2]([F:19])[C:3]1[CH:12]=[C:11]2[C:6]([CH2:7][CH2:8][CH2:9][NH:10]2)=[CH:5][C:4]=1[C:13]1[CH:14]=[N:15][N:16]([CH3:18])[CH:17]=1.[C:20]([N:23]1[CH2:28][CH2:27][CH:26]([N:29]2[C:37]3[CH2:36][CH2:35][N:34]([C:38]([O:40][C:41]([CH3:44])([CH3:43])[CH3:42])=[O:39])[CH2:33][C:32]=3[C:31](Br)=[N:30]2)[CH2:25][CH2:24]1)(=[O:22])[CH3:21].C(O[Na])(C)(C)C. Given the product [C:20]([N:23]1[CH2:28][CH2:27][CH:26]([N:29]2[C:37]3[CH2:36][CH2:35][N:34]([C:38]([O:40][C:41]([CH3:44])([CH3:43])[CH3:42])=[O:39])[CH2:33][C:32]=3[C:31]([N:10]3[C:11]4[C:6](=[CH:5][C:4]([C:13]5[CH:14]=[N:15][N:16]([CH3:18])[CH:17]=5)=[C:3]([CH:2]([F:1])[F:19])[CH:12]=4)[CH2:7][CH2:8][CH2:9]3)=[N:30]2)[CH2:25][CH2:24]1)(=[O:22])[CH3:21], predict the reactants needed to synthesize it.